From a dataset of Reaction yield outcomes from USPTO patents with 853,638 reactions. Predict the reaction yield, written as a fraction of the theoretical maximum amount of product (1.0 means a 100% yield; for example, 0.34 means a 34% yield). The reactants are O=[C:2]1[C:7]([C:8]([O:10][CH3:11])=[O:9])=[CH:6][CH:5]=[CH:4][O:3]1.F[C:13]1[CH:20]=[CH:19][C:16]([CH2:17][NH2:18])=[CH:15][CH:14]=1.CCN=C=NCCCN(C)C. The catalyst is CN(C=O)C.CN(C1C=CN=CC=1)C. The product is [CH2:17]([N:18]1[CH:4]=[CH:5][CH:6]=[C:7]([C:8]([O:10][CH3:11])=[O:9])[C:2]1=[O:3])[C:16]1[CH:19]=[CH:20][CH:13]=[CH:14][CH:15]=1. The yield is 0.730.